Dataset: Reaction yield outcomes from USPTO patents with 853,638 reactions. Task: Predict the reaction yield, written as a fraction of the theoretical maximum amount of product (1.0 means a 100% yield; for example, 0.34 means a 34% yield). (1) The reactants are [OH:1][C:2]1[CH:7]=[CH:6][C:5]([Br:8])=[CH:4][C:3]=1[CH3:9].N1C=CN=C1.[Si:15](Cl)([C:18]([CH3:21])([CH3:20])[CH3:19])([CH3:17])[CH3:16]. The catalyst is CN(C=O)C. The product is [Si:15]([O:1][C:2]1[CH:7]=[CH:6][C:5]([Br:8])=[CH:4][C:3]=1[CH3:9])([C:18]([CH3:21])([CH3:20])[CH3:19])([CH3:17])[CH3:16]. The yield is 0.970. (2) The reactants are [CH2:1]([OH:77])[C@H:2]1[O:7][C@@H:6]2[O:8][C@H:9]3[C@H:14]([OH:15])[C@@H:13]([OH:16])[C@@H:12]([O:17][C@H:18]4[C@H:23]([OH:24])[C@@H:22]([OH:25])[C@@H:21]([O:26][C@H:27]5[C@H:32]([OH:33])[C@@H:31]([OH:34])[C@@H:30]([O:35][C@H:36]6[C@H:41]([OH:42])[C@@H:40]([OH:43])[C@@H:39]([O:44][C@H:45]7[C@H:50]([OH:51])[C@@H:49]([OH:52])[C@@H:48]([O:53][C@H:54]8[C@H:60]([OH:61])[C@@H:59]([OH:62])[C@@H:57]([O:58][C@H:3]1[C@H:4]([OH:76])[C@H:5]2[OH:75])[O:56][C@@H:55]8[CH2:63][OH:64])[O:47][C@@H:46]7[CH2:65][OH:66])[O:38][C@@H:37]6[CH2:67][OH:68])[O:29][C@@H:28]5[CH2:69][OH:70])[O:20][C@@H:19]4[CH2:71][OH:72])[O:11][C@@H:10]3[CH2:73][OH:74].C(ON1C(=O)CCC1=O)(=O)CCCCCCC(ON1C(=O)CCC1=O)=O.C(ON1C(=O)CCC1=O)(=O)CCCCCCC(ON1C(=O)CCC1=O)=O. No catalyst specified. The product is [CH2:67]([OH:68])[C@H:37]1[O:38][C@@H:39]2[O:44][C@H:45]3[C@H:50]([OH:51])[C@@H:49]([OH:52])[C@@H:48]([O:53][C@H:54]4[C@H:60]([OH:61])[C@@H:59]([OH:62])[C@@H:57]([O:58][C@H:3]5[C@H:4]([OH:76])[C@@H:5]([OH:75])[C@@H:6]([O:8][C@H:9]6[C@H:14]([OH:15])[C@@H:13]([OH:16])[C@@H:12]([O:17][C@H:18]7[C@H:23]([OH:24])[C@@H:22]([OH:25])[C@@H:21]([O:26][C@H:27]8[C@H:32]([OH:33])[C@@H:31]([OH:34])[C@@H:30]([O:35][C@H:36]1[C@H:41]([OH:42])[C@H:40]2[OH:43])[O:29][C@@H:28]8[CH2:69][OH:70])[O:20][C@@H:19]7[CH2:71][OH:72])[O:11][C@@H:10]6[CH2:73][OH:74])[O:7][C@@H:2]5[CH2:1][OH:77])[O:56][C@@H:55]4[CH2:63][OH:64])[O:47][C@@H:46]3[CH2:65][OH:66]. The yield is 0.670. (3) The reactants are [NH:1]1[CH:5]=[C:4]([C:6]2[C:7]([C:12]3[CH:17]=[CH:16][CH:15]=[CH:14][CH:13]=3)=[N:8][O:9][C:10]=2[CH3:11])[N:3]=[CH:2]1.[CH2:18]([O:20][C:21]1[CH:26]=[CH:25][CH:24]=[CH:23][C:22]=1B(O)O)[CH3:19]. No catalyst specified. The product is [CH2:18]([O:20][C:21]1[CH:26]=[CH:25][CH:24]=[CH:23][C:22]=1[N:1]1[CH:5]=[C:4]([C:6]2[C:7]([C:12]3[CH:13]=[CH:14][CH:15]=[CH:16][CH:17]=3)=[N:8][O:9][C:10]=2[CH3:11])[N:3]=[CH:2]1)[CH3:19]. The yield is 0.120. (4) The reactants are [OH:1][C:2]1[CH:15]=[CH:14][C:13]2[C:12](=[O:16])[C:11]3[C:6](=[CH:7][CH:8]=[C:9]([OH:17])[CH:10]=3)[C:5](=[O:18])[C:4]=2[CH:3]=1.Cl[CH2:20][CH2:21][O:22][CH2:23][CH2:24][O:25][CH2:26][CH2:27][OH:28].[I-].[Na+].[C:31]([O-:34])([O-])=O.[K+].[K+]. The catalyst is CN(C=O)C.O. The product is [OH:28][CH2:27][CH2:26][O:25][CH2:24][CH2:23][O:22][CH2:21][CH2:20][O:1][C:2]1[CH:15]=[CH:14][C:13]2[C:12](=[O:16])[C:11]3[C:6](=[CH:7][CH:8]=[C:9]([O:17][CH2:20][CH2:21][O:22][CH2:23][CH2:24][O:25][CH2:26][CH2:31][OH:34])[CH:10]=3)[C:5](=[O:18])[C:4]=2[CH:3]=1. The yield is 0.250. (5) The reactants are Br[C:2]1[S:3][CH:4]=[C:5]([CH2:7][O:8][N:9]=[C:10]([C:17]2[N:21]([CH3:22])[N:20]=[N:19][N:18]=2)[C:11]2[CH:16]=[CH:15][CH:14]=[CH:13][CH:12]=2)[N:6]=1.[CH2:23]([O:26][CH2:27][C:28]1[CH:33]=[CH:32][CH:31]=[CH:30][CH:29]=1)[C:24]#[CH:25].C(N(CC)C(C)C)(C)C.C(OCC)C. The catalyst is O1CCCC1.[Cu]I.C1C=CC([P]([Pd]([P](C2C=CC=CC=2)(C2C=CC=CC=2)C2C=CC=CC=2)([P](C2C=CC=CC=2)(C2C=CC=CC=2)C2C=CC=CC=2)[P](C2C=CC=CC=2)(C2C=CC=CC=2)C2C=CC=CC=2)(C2C=CC=CC=2)C2C=CC=CC=2)=CC=1. The product is [CH2:27]([O:26][CH2:23][C:24]#[C:25][C:2]1[S:3][CH:4]=[C:5]([CH2:7][O:8][N:9]=[C:10]([C:17]2[N:21]([CH3:22])[N:20]=[N:19][N:18]=2)[C:11]2[CH:16]=[CH:15][CH:14]=[CH:13][CH:12]=2)[N:6]=1)[C:28]1[CH:33]=[CH:32][CH:31]=[CH:30][CH:29]=1. The yield is 0.620.